From a dataset of Catalyst prediction with 721,799 reactions and 888 catalyst types from USPTO. Predict which catalyst facilitates the given reaction. (1) Reactant: Cl.[F:2][C:3]1[CH:8]=[CH:7][C:6]([F:9])=[CH:5][C:4]=1[C:10]1(O)[CH2:14][CH2:13][CH2:12][N:11]1C(OC(C)(C)C)=O.[OH-].[Na+]. Product: [F:2][C:3]1[CH:8]=[CH:7][C:6]([F:9])=[CH:5][C:4]=1[C:10]1[CH2:14][CH2:13][CH2:12][N:11]=1. The catalyst class is: 5. (2) Reactant: [CH2:1]([O:8][C:9]([NH:11][C@H:12]([C:23]([OH:25])=[O:24])[CH2:13][C:14]1[C:22]2[C:17](=[CH:18][CH:19]=[CH:20][CH:21]=2)[NH:16][CH:15]=1)=[O:10])[C:2]1[CH:7]=[CH:6][CH:5]=[CH:4][CH:3]=1.CO.[CH2:28]1CCC(N=C=NC2CCCCC2)CC1. Product: [CH3:28][O:24][C:23](=[O:25])[C@H:12]([CH2:13][C:14]1[C:22]2[C:17](=[CH:18][CH:19]=[CH:20][CH:21]=2)[NH:16][CH:15]=1)[NH:11][C:9]([O:8][CH2:1][C:2]1[CH:3]=[CH:4][CH:5]=[CH:6][CH:7]=1)=[O:10]. The catalyst class is: 64. (3) Reactant: [NH2:1][C:2]1[C:6]2[CH:7]=[C:8]([N:11]3[C:15]([C:16]([O:18]CC)=[O:17])=[CH:14][C:13]([CH3:21])=[N:12]3)[CH:9]=[CH:10][C:5]=2[O:4][N:3]=1.[OH-].[Na+]. Product: [NH2:1][C:2]1[C:6]2[CH:7]=[C:8]([N:11]3[C:15]([C:16]([OH:18])=[O:17])=[CH:14][C:13]([CH3:21])=[N:12]3)[CH:9]=[CH:10][C:5]=2[O:4][N:3]=1. The catalyst class is: 1. (4) Reactant: C(OC(=O)[NH:7][C:8]1[CH:13]=[C:12]([CH:14]([S:23]([C:26]2[CH:31]=[CH:30][C:29]([Cl:32])=[C:28]([O:33][CH3:34])[CH:27]=2)(=[O:25])=[O:24])[C:15]2[CH:20]=[C:19]([F:21])[CH:18]=[CH:17][C:16]=2[F:22])[C:11]([Cl:35])=[CH:10][N:9]=1)(C)(C)C.FC(F)(F)C(O)=O. Product: [Cl:35][C:11]1[C:12]([CH:14]([S:23]([C:26]2[CH:31]=[CH:30][C:29]([Cl:32])=[C:28]([O:33][CH3:34])[CH:27]=2)(=[O:25])=[O:24])[C:15]2[CH:20]=[C:19]([F:21])[CH:18]=[CH:17][C:16]=2[F:22])=[CH:13][C:8]([NH2:7])=[N:9][CH:10]=1. The catalyst class is: 4.